From a dataset of Forward reaction prediction with 1.9M reactions from USPTO patents (1976-2016). Predict the product of the given reaction. (1) Given the reactants [Cl:1][C:2]1[CH:24]=[CH:23][C:5]([CH2:6][NH:7][C:8]([C:10]2[C:11](=[O:22])[C:12]3[S:19][C:18]([CH2:20]Cl)=[CH:17][C:13]=3[N:14]([CH3:16])[CH:15]=2)=[O:9])=[CH:4][CH:3]=1.[OH:25][CH:26]([C:30]1[CH:35]=[CH:34][C:33]([NH:36][C:37](=[O:39])[CH3:38])=[CH:32][CH:31]=1)[CH2:27][NH:28][CH3:29].C(N(C(C)C)CC)(C)C, predict the reaction product. The product is: [C:37]([NH:36][C:33]1[CH:34]=[CH:35][C:30]([CH:26]([OH:25])[CH2:27][N:28]([CH2:20][C:18]2[S:19][C:12]3[C:11](=[O:22])[C:10]([C:8]([NH:7][CH2:6][C:5]4[CH:23]=[CH:24][C:2]([Cl:1])=[CH:3][CH:4]=4)=[O:9])=[CH:15][N:14]([CH3:16])[C:13]=3[CH:17]=2)[CH3:29])=[CH:31][CH:32]=1)(=[O:39])[CH3:38]. (2) Given the reactants [F:1][C:2]1[CH:7]=[CH:6][C:5]([C@H:8]2[C:12]([CH3:14])([CH3:13])[O:11][C:10](=[O:15])[N:9]2[CH:16]2[CH2:21][CH2:20][CH:19]([NH:22][C:23]3[CH:28]=[CH:27][N:26]=[CH:25][C:24]=3[N+:29]([O-])=O)[CH2:18][CH2:17]2)=[CH:4][CH:3]=1.O.NN, predict the reaction product. The product is: [NH2:29][C:24]1[CH:25]=[N:26][CH:27]=[CH:28][C:23]=1[NH:22][CH:19]1[CH2:20][CH2:21][CH:16]([N:9]2[C@@H:8]([C:5]3[CH:4]=[CH:3][C:2]([F:1])=[CH:7][CH:6]=3)[C:12]([CH3:13])([CH3:14])[O:11][C:10]2=[O:15])[CH2:17][CH2:18]1. (3) The product is: [ClH:1].[Cl:1][C:2]1[CH:7]=[C:6]([Cl:8])[CH:5]=[CH:4][C:3]=1[CH:9]([F:15])[CH:10]([NH2:12])[CH3:11]. Given the reactants [Cl:1][C:2]1[CH:7]=[C:6]([Cl:8])[CH:5]=[CH:4][C:3]=1[CH:9]([F:15])[CH:10]([N+:12]([O-])=O)[CH3:11].Cl.C([O-])(O)=O.[Na+], predict the reaction product. (4) Given the reactants [CH3:1][O:2][C:3](=[O:32])[C:4]1[CH:9]=[CH:8][C:7]([CH2:10][N:11]2[CH:15]=[C:14]([C:16]3[CH:21]=[CH:20][C:19]([Cl:22])=[CH:18][C:17]=3[Cl:23])[N:13]=[C:12]2[CH2:24][C:25]2[CH:30]=[CH:29][C:28](Br)=[CH:27][CH:26]=2)=[CH:6][CH:5]=1.[F:33][C:34]([F:46])([F:45])[O:35][C:36]1[CH:37]=[C:38](B(O)O)[CH:39]=[CH:40][CH:41]=1, predict the reaction product. The product is: [CH3:1][O:2][C:3](=[O:32])[C:4]1[CH:9]=[CH:8][C:7]([CH2:10][N:11]2[CH:15]=[C:14]([C:16]3[CH:21]=[CH:20][C:19]([Cl:22])=[CH:18][C:17]=3[Cl:23])[N:13]=[C:12]2[CH2:24][C:25]2[CH:30]=[CH:29][C:28]([C:38]3[CH:39]=[CH:40][CH:41]=[C:36]([O:35][C:34]([F:33])([F:45])[F:46])[CH:37]=3)=[CH:27][CH:26]=2)=[CH:6][CH:5]=1. (5) Given the reactants [N+:1]([C:4]1[CH:14]=[CH:13][CH:12]=[C:6]2[C:7]([O:9]C(=O)[C:5]=12)=[O:8])([O-:3])=[O:2].[OH-].[NH4+].C(C1C([N+]([O-])=O)=CC=CC=1C(O)=O)(=O)[NH2:18].[K].Br[O-].[K+], predict the reaction product. The product is: [NH2:18][C:5]1[C:4]([N+:1]([O-:3])=[O:2])=[CH:14][CH:13]=[CH:12][C:6]=1[C:7]([OH:9])=[O:8].